From a dataset of Full USPTO retrosynthesis dataset with 1.9M reactions from patents (1976-2016). Predict the reactants needed to synthesize the given product. (1) Given the product [C:23]([C:24]1[CH:25]=[C:26]([NH2:27])[N:16]([C:11]2[CH:12]=[C:13]3[C:8](=[CH:9][CH:10]=2)[N:7]=[C:6]([CH3:5])[CH:15]=[CH:14]3)[N:1]=1)([CH3:30])([CH3:29])[CH3:22], predict the reactants needed to synthesize it. The reactants are: [N:1]([O-])=O.[Na+].[CH3:5][C:6]1[CH:15]=[CH:14][C:13]2[C:8](=[CH:9][CH:10]=[C:11]([NH2:16])[CH:12]=2)[N:7]=1.O.O.[Sn](Cl)Cl.[CH3:22][C:23]([CH3:30])([CH3:29])[C:24](=O)[CH2:25][C:26]#[N:27]. (2) Given the product [CH2:1]([C:8]1[S:9][C:10]([C:13]2[CH:14]=[CH:15][C:16]([OH:19])=[CH:17][CH:18]=2)=[CH:11][CH:12]=1)[C:2]1[CH:3]=[CH:4][CH:5]=[CH:6][CH:7]=1, predict the reactants needed to synthesize it. The reactants are: [CH2:1]([C:8]1[S:9][C:10]([C:13]2[CH:18]=[CH:17][C:16]([O:19]C)=[CH:15][CH:14]=2)=[CH:11][CH:12]=1)[C:2]1[CH:7]=[CH:6][CH:5]=[CH:4][CH:3]=1.B(Br)(Br)Br. (3) Given the product [C:37]([O:4][C@@H:3]1[C@@H:5]([CH2:7][OH:8])[O:6][C@@H:1]([N:9]2[CH:13]=[C:12]([C:14]#[C:15][CH2:16][NH:17][C:18](=[O:31])[CH2:19][CH2:20][CH2:21][CH2:22][CH2:23][NH:24][C:25](=[O:30])[C:26]([F:29])([F:28])[F:27])[CH:11]=[C:10]2[N+:32]([O-:34])=[O:33])[CH2:2]1)(=[O:36])[CH3:56], predict the reactants needed to synthesize it. The reactants are: [C@@H:1]1([N:9]2[CH:13]=[C:12]([C:14]#[C:15][CH2:16][NH:17][C:18](=[O:31])[CH2:19][CH2:20][CH2:21][CH2:22][CH2:23][NH:24][C:25](=[O:30])[C:26]([F:29])([F:28])[F:27])[CH:11]=[C:10]2[N+:32]([O-:34])=[O:33])[O:6][C@H:5]([CH2:7][OH:8])[C@@H:3]([OH:4])[CH2:2]1.C[O:36][C:37]1C(OC)=C(C=C[CH:56]=1)C(Cl)(C1C=CC=CC=1)C1C=CC=CC=1.C(OCC)(=O)C.O.C(OC(=O)C)(=O)C.